From a dataset of Full USPTO retrosynthesis dataset with 1.9M reactions from patents (1976-2016). Predict the reactants needed to synthesize the given product. (1) Given the product [CH3:1][O:2][CH2:3][CH2:4][NH:5][C:6]1[CH:7]=[CH:8][C:9]([NH2:12])=[N:10][CH:11]=1, predict the reactants needed to synthesize it. The reactants are: [CH3:1][O:2][CH2:3][CH2:4][NH:5][C:6]1[CH:7]=[CH:8][C:9]([N+:12]([O-])=O)=[N:10][CH:11]=1.[Sn].N. (2) Given the product [CH2:40]([N:47]1[C:51]([CH2:52][CH2:53][O:1][C:2]2[C:3]([CH2:13][CH2:14][C:15]3[CH:16]=[CH:17][CH:18]=[CH:19][CH:20]=3)=[C:4]3[C:9](=[CH:10][CH:11]=2)[C:8](=[O:12])[CH2:7][CH2:6][CH2:5]3)=[CH:50][N:49]=[CH:48]1)[C:41]1[CH:42]=[CH:43][CH:44]=[CH:45][CH:46]=1, predict the reactants needed to synthesize it. The reactants are: [OH:1][C:2]1[C:3]([CH2:13][CH2:14][C:15]2[CH:20]=[CH:19][CH:18]=[CH:17][CH:16]=2)=[C:4]2[C:9](=[CH:10][CH:11]=1)[C:8](=[O:12])[CH2:7][CH2:6][CH2:5]2.C1(P(C2C=CC=CC=2)C2C=CC=CC=2)C=CC=CC=1.[CH2:40]([N:47]1[C:51]([CH2:52][CH2:53]O)=[CH:50][N:49]=[CH:48]1)[C:41]1[CH:46]=[CH:45][CH:44]=[CH:43][CH:42]=1.N(C(OCC)=O)=NC(OCC)=O. (3) Given the product [C:13]([C:10]1[CH:11]=[CH:12][C:7]([CH:20]=[CH2:21])=[CH:8][C:9]=1[F:17])([CH3:16])([CH3:15])[CH3:14], predict the reactants needed to synthesize it. The reactants are: FC(F)(F)S(O[C:7]1[CH:12]=[CH:11][C:10]([C:13]([CH3:16])([CH3:15])[CH3:14])=[C:9]([F:17])[CH:8]=1)(=O)=O.[CH:20]([Sn](CCCC)(CCCC)CCCC)=[CH2:21].[Li+].[Cl-]. (4) Given the product [ClH:3].[CH2:21]([NH:20][C:18]1[NH:17][C:15]([NH:14][CH2:13][CH2:12][C:11]2[CH:10]=[CH:9][C:8]([O:7][CH3:6])=[CH:33][CH:32]=2)=[N:16][C:35]([CH3:37])([CH3:34])[N:19]=1)[CH2:22][CH2:23][CH2:24][CH2:25][CH2:26][CH2:27][CH2:28][CH2:29][CH2:30][CH3:31], predict the reactants needed to synthesize it. The reactants are: CO.[ClH:3].Cl.Cl.[CH3:6][O:7][C:8]1[CH:33]=[CH:32][C:11]([CH2:12][CH2:13][NH:14][C:15]([NH:17][C:18]([NH:20][CH2:21][CH2:22][CH2:23][CH2:24][CH2:25][CH2:26][CH2:27][CH2:28][CH2:29][CH2:30][CH3:31])=[NH:19])=[NH:16])=[CH:10][CH:9]=1.[CH3:34][C:35]([CH3:37])=O. (5) Given the product [Cl:42][C:28]1[CH:27]=[C:26]([NH:25][C:23]2[C:24]3[N:16]([CH2:15][CH2:14][O:13][CH2:12][CH2:11][OH:10])[CH:17]=[CH:18][C:19]=3[N:20]=[CH:21][N:22]=2)[CH:41]=[CH:40][C:29]=1[O:30][C:31]1[CH:39]=[CH:38][CH:37]=[C:33]([C:34]([N:43]2[CH2:48][CH2:47][O:46][CH2:45][CH2:44]2)=[O:35])[CH:32]=1, predict the reactants needed to synthesize it. The reactants are: Cl.C([O:10][CH2:11][CH2:12][O:13][CH2:14][CH2:15][N:16]1[C:24]2[C:23]([NH:25][C:26]3[CH:41]=[CH:40][C:29]([O:30][C:31]4[CH:32]=[C:33]([CH:37]=[CH:38][CH:39]=4)[C:34](O)=[O:35])=[C:28]([Cl:42])[CH:27]=3)=[N:22][CH:21]=[N:20][C:19]=2[CH:18]=[CH:17]1)(=O)C1C=CC=CC=1.[NH:43]1[CH2:48][CH2:47][O:46][CH2:45][CH2:44]1.ON1C2C=CC=CC=2N=N1.[OH-].[Na+]. (6) Given the product [Cl:1][C:2]1[N:3]([C:23]2[CH:24]=[CH:25][C:20]([O:13][C:14]3[CH:19]=[CH:18][CH:17]=[CH:16][CH:15]=3)=[CH:21][CH:22]=2)[C:4]2[C:9]([C:10]=1[CH:11]=[O:12])=[CH:8][CH:7]=[CH:6][CH:5]=2, predict the reactants needed to synthesize it. The reactants are: [Cl:1][C:2]1[NH:3][C:4]2[C:9]([C:10]=1[CH:11]=[O:12])=[CH:8][CH:7]=[CH:6][CH:5]=2.[O:13]([C:20]1[CH:25]=[CH:24][C:23](B(O)O)=[CH:22][CH:21]=1)[C:14]1[CH:19]=[CH:18][CH:17]=[CH:16][CH:15]=1.